Dataset: Hepatocyte clearance measurements from AstraZeneca. Task: Regression/Classification. Given a drug SMILES string, predict its absorption, distribution, metabolism, or excretion properties. Task type varies by dataset: regression for continuous measurements (e.g., permeability, clearance, half-life) or binary classification for categorical outcomes (e.g., BBB penetration, CYP inhibition). For this dataset (clearance_hepatocyte_az), we predict log10(clearance) (log10 of the in vitro intrinsic clearance, CLint, in uL/min per 10^6 hepatocytes; values are censored to the assay range of 3 to 150, which is 0.477 to 2.18 on this log10 scale). (1) The molecule is O=C([C@H]1CCCCN1)N1CCN(c2nc(NCc3ccc(Cl)cc3Cl)c3cccnc3n2)CC1. The log10(clearance) is 0.990. (2) The compound is Cc1cccc(-c2ccc(CNC(=O)CCCc3ccc4cccnc4n3)cc2)c1. The log10(clearance) is 1.78. (3) The compound is C=CC(=O)Nc1ccc(C)cc1. The log10(clearance) is 1.94. (4) The molecule is Cc1ccc(S(=O)(=O)Nc2c(C(=O)N[C@H](C)C(C)(C)C)c(C)nn2-c2ccccc2)cc1. The log10(clearance) is 0.900. (5) The drug is CNCCC=C1c2ccccc2CCc2ccccc21. The log10(clearance) is 2.16. (6) The compound is CC1Sc2c(C(=O)O)c(=O)c3cc(F)c(N4CCNCC4)cc3n21. The log10(clearance) is 0.480.